This data is from Forward reaction prediction with 1.9M reactions from USPTO patents (1976-2016). The task is: Predict the product of the given reaction. (1) The product is: [OH:5][C:6]1[CH:11]=[CH:10][C:9]([C:12](=[O:23])[C:13]2[CH:18]=[CH:17][C:16]([N+:19]([O-:21])=[O:20])=[C:15]([CH3:22])[CH:14]=2)=[CH:8][CH:7]=1. Given the reactants ClCCl.C[O:5][C:6]1[CH:11]=[CH:10][C:9]([C:12](=[O:23])[C:13]2[CH:18]=[CH:17][C:16]([N+:19]([O-:21])=[O:20])=[C:15]([CH3:22])[CH:14]=2)=[CH:8][CH:7]=1.B(Br)(Br)Br.C(OCC)C, predict the reaction product. (2) Given the reactants [Cl:1][C:2]1[C:3]([CH2:8][NH:9][C:10]([CH:12]2[CH2:17][CH2:16][N:15]([CH3:18])[C:14](=[O:19])[CH2:13]2)=O)=[N:4][CH:5]=[CH:6][N:7]=1.CN(C=O)C.P(Cl)(Cl)(Cl)=O.C(=O)(O)[O-].[Na+], predict the reaction product. The product is: [Cl:1][C:2]1[C:3]2[N:4]([C:10]([CH:12]3[CH2:17][CH2:16][N:15]([CH3:18])[C:14](=[O:19])[CH2:13]3)=[N:9][CH:8]=2)[CH:5]=[CH:6][N:7]=1. (3) Given the reactants [NH2:1][C:2]1[N:7]=[C:6]([C:8]([NH:10][C@@H:11]([C:13]2[CH:18]=[CH:17][CH:16]=[C:15]([C:19]([F:22])([F:21])[F:20])[CH:14]=2)[CH3:12])=[O:9])[CH:5]=[CH:4][N:3]=1.[C:23](Cl)(=[O:26])[CH2:24][CH3:25], predict the reaction product. The product is: [C:23]([NH:1][C:2]1[N:7]=[C:6]([C:8]([NH:10][C@@H:11]([C:13]2[CH:18]=[CH:17][CH:16]=[C:15]([C:19]([F:22])([F:20])[F:21])[CH:14]=2)[CH3:12])=[O:9])[CH:5]=[CH:4][N:3]=1)(=[O:26])[CH2:24][CH3:25]. (4) Given the reactants [Br:1][C:2]1[CH:3]=[C:4]([N:12]([C@H:15]2[CH2:20][CH2:19][C@H:18]([N:21]([CH3:23])[CH3:22])[CH2:17][CH2:16]2)[CH2:13][CH3:14])[C:5]([CH3:11])=[C:6]([CH:10]=1)[C:7](O)=[O:8].[CH3:24][O:25][C:26]1[N:30]([CH3:31])[N:29]=[C:28]([CH3:32])[C:27]=1[CH2:33][NH2:34].C(N(CC)CC)C.C1CN([P+](ON2N=NC3C=CC=CC2=3)(N2CCCC2)N2CCCC2)CC1.F[P-](F)(F)(F)(F)F, predict the reaction product. The product is: [Br:1][C:2]1[CH:3]=[C:4]([N:12]([C@H:15]2[CH2:16][CH2:17][C@H:18]([N:21]([CH3:22])[CH3:23])[CH2:19][CH2:20]2)[CH2:13][CH3:14])[C:5]([CH3:11])=[C:6]([CH:10]=1)[C:7]([NH:34][CH2:33][C:27]1[C:28]([CH3:32])=[N:29][N:30]([CH3:31])[C:26]=1[O:25][CH3:24])=[O:8].